From a dataset of Forward reaction prediction with 1.9M reactions from USPTO patents (1976-2016). Predict the product of the given reaction. (1) Given the reactants [CH3:1][O:2][C:3]1[C:12]2[O:13][C:14]([CH3:17])([CH3:16])[CH2:15][C:11]=2[C:10]2[C:9]([C:18]3[CH:23]=[CH:22][CH:21]=[CH:20][CH:19]=3)=[N:8][C:7]([CH3:25])([CH3:24])[CH2:6][C:5]=2[C:4]=1[CH2:26][C:27]#[N:28].C([Li])(C)(C)C.CCCCC.C1C=CC(S(N(S(C2C=CC=CC=2)(=O)=O)[F:49])(=O)=O)=CC=1, predict the reaction product. The product is: [F:49][CH:26]([C:4]1[C:5]2[CH2:6][C:7]([CH3:24])([CH3:25])[N:8]=[C:9]([C:18]3[CH:23]=[CH:22][CH:21]=[CH:20][CH:19]=3)[C:10]=2[C:11]2[CH2:15][C:14]([CH3:17])([CH3:16])[O:13][C:12]=2[C:3]=1[O:2][CH3:1])[C:27]#[N:28]. (2) Given the reactants C1C=CC(P(C2C=CC=CC=2)C2C=CC=CC=2)=CC=1.CC(OC(/N=N/C(OC(C)C)=O)=O)C.[N:34]1([CH2:39][CH2:40]O)[CH2:38][CH2:37][CH2:36][CH2:35]1.[CH:42]1([C:45]([N:47]2[CH2:51][CH2:50][C@@H:49]([CH2:52][N:53]3[C:57]([C:58]4[CH:63]=[CH:62][C:61]([C:64]5[CH:69]=[CH:68][C:67]([F:70])=[CH:66][CH:65]=5)=[CH:60][CH:59]=4)=[N:56][NH:55][C:54]3=[O:71])[CH2:48]2)=[O:46])[CH2:44][CH2:43]1, predict the reaction product. The product is: [CH:42]1([C:45]([N:47]2[CH2:51][CH2:50][C@@H:49]([CH2:52][N:53]3[C:57]([C:58]4[CH:63]=[CH:62][C:61]([C:64]5[CH:65]=[CH:66][C:67]([F:70])=[CH:68][CH:69]=5)=[CH:60][CH:59]=4)=[N:56][N:55]([CH2:40][CH2:39][N:34]4[CH2:35][CH2:36][CH2:37][CH2:38]4)[C:54]3=[O:71])[CH2:48]2)=[O:46])[CH2:44][CH2:43]1.